Dataset: NCI-60 drug combinations with 297,098 pairs across 59 cell lines. Task: Regression. Given two drug SMILES strings and cell line genomic features, predict the synergy score measuring deviation from expected non-interaction effect. (1) Cell line: UO-31. Drug 2: C1=NC(=NC(=O)N1C2C(C(C(O2)CO)O)O)N. Synergy scores: CSS=22.6, Synergy_ZIP=-9.09, Synergy_Bliss=-6.28, Synergy_Loewe=-4.92, Synergy_HSA=-4.71. Drug 1: C1=C(C(=O)NC(=O)N1)F. (2) Drug 1: CN(CCCl)CCCl.Cl. Drug 2: C1CNP(=O)(OC1)N(CCCl)CCCl. Cell line: A498. Synergy scores: CSS=6.51, Synergy_ZIP=-2.54, Synergy_Bliss=-2.43, Synergy_Loewe=-9.68, Synergy_HSA=-2.13. (3) Drug 1: C1=CC(=CC=C1CCCC(=O)O)N(CCCl)CCCl. Drug 2: C(=O)(N)NO. Cell line: NCI-H322M. Synergy scores: CSS=-15.5, Synergy_ZIP=1.85, Synergy_Bliss=-8.57, Synergy_Loewe=-11.3, Synergy_HSA=-11.7. (4) Cell line: SF-268. Drug 1: CNC(=O)C1=CC=CC=C1SC2=CC3=C(C=C2)C(=NN3)C=CC4=CC=CC=N4. Synergy scores: CSS=20.3, Synergy_ZIP=-2.93, Synergy_Bliss=3.99, Synergy_Loewe=-3.66, Synergy_HSA=3.16. Drug 2: C1=CN(C(=O)N=C1N)C2C(C(C(O2)CO)O)O.Cl. (5) Drug 1: CS(=O)(=O)C1=CC(=C(C=C1)C(=O)NC2=CC(=C(C=C2)Cl)C3=CC=CC=N3)Cl. Drug 2: C1=CC=C(C(=C1)C(C2=CC=C(C=C2)Cl)C(Cl)Cl)Cl. Cell line: SK-MEL-2. Synergy scores: CSS=-3.34, Synergy_ZIP=3.37, Synergy_Bliss=5.97, Synergy_Loewe=0.935, Synergy_HSA=0.472. (6) Drug 1: C(=O)(N)NO. Drug 2: C#CCC(CC1=CN=C2C(=N1)C(=NC(=N2)N)N)C3=CC=C(C=C3)C(=O)NC(CCC(=O)O)C(=O)O. Cell line: SF-539. Synergy scores: CSS=1.88, Synergy_ZIP=4.83, Synergy_Bliss=11.3, Synergy_Loewe=-1.63, Synergy_HSA=3.76.